This data is from Forward reaction prediction with 1.9M reactions from USPTO patents (1976-2016). The task is: Predict the product of the given reaction. (1) Given the reactants C(Cl)(=O)C(Cl)=O.[CH3:7][CH:8]([O:10][C:11]1[CH:12]=[C:13]([CH:17]=[C:18]([O:20][CH2:21][C:22]2[CH:27]=[CH:26][CH:25]=[CH:24][CH:23]=2)[CH:19]=1)[C:14]([OH:16])=O)[CH3:9].[NH2:28][C:29]1[CH:34]=[N:33][C:32]([CH3:35])=[CH:31][N:30]=1.N1C=CC=CC=1, predict the reaction product. The product is: [CH3:9][CH:8]([O:10][C:11]1[CH:12]=[C:13]([CH:17]=[C:18]([O:20][CH2:21][C:22]2[CH:27]=[CH:26][CH:25]=[CH:24][CH:23]=2)[CH:19]=1)[C:14]([NH:28][C:29]1[CH:34]=[N:33][C:32]([CH3:35])=[CH:31][N:30]=1)=[O:16])[CH3:7]. (2) Given the reactants [C:1]([C:3]1[CH:38]=[CH:37][CH:36]=[CH:35][C:4]=1[CH2:5][N:6]1[C:11](=[O:12])[C:10]([C:13]([NH:15][CH2:16][C:17]([O:19]C(C)(C)C)=[O:18])=[O:14])=[C:9]([OH:24])[C:8]2[CH2:25][N:26]([C:28]([C:30]3[N:31]=[CH:32][S:33][CH:34]=3)=[O:29])[CH2:27][C:7]1=2)#[N:2].C(O)(C(F)(F)F)=O, predict the reaction product. The product is: [C:1]([C:3]1[CH:38]=[CH:37][CH:36]=[CH:35][C:4]=1[CH2:5][N:6]1[C:11](=[O:12])[C:10]([C:13]([NH:15][CH2:16][C:17]([OH:19])=[O:18])=[O:14])=[C:9]([OH:24])[C:8]2[CH2:25][N:26]([C:28]([C:30]3[N:31]=[CH:32][S:33][CH:34]=3)=[O:29])[CH2:27][C:7]1=2)#[N:2]. (3) Given the reactants CC(=C(C)C)C.[O-]Cl=O.[Na+].[CH3:11][C:12]([CH3:41])([CH3:40])[CH:13]([C:20]1[CH:27]=[C:26]([O:28][CH2:29][C:30]2[CH:39]=[CH:38][C:37]3[C:32](=[CH:33][CH:34]=[CH:35][CH:36]=3)[N:31]=2)[CH:25]=[CH:24][C:21]=1[CH:22]=[O:23])[C:14]1[CH:19]=[CH:18][CH:17]=[CH:16][CH:15]=1.[OH2:42], predict the reaction product. The product is: [CH3:11][C:12]([CH3:41])([CH3:40])[CH:13]([C:20]1[CH:27]=[C:26]([O:28][CH2:29][C:30]2[CH:39]=[CH:38][C:37]3[C:32](=[CH:33][CH:34]=[CH:35][CH:36]=3)[N:31]=2)[CH:25]=[CH:24][C:21]=1[C:22]([OH:42])=[O:23])[C:14]1[CH:15]=[CH:16][CH:17]=[CH:18][CH:19]=1. (4) Given the reactants Br.[Br:2][C:3]1[CH:4]=[C:5]([C:9]2[C:13]([C:14]3[N:15]=[C:16]([CH:19]4[CH2:24][CH2:23][NH:22][CH2:21][CH2:20]4)[S:17][CH:18]=3)=[C:12]([CH3:25])[O:11][N:10]=2)[CH:6]=[CH:7][CH:8]=1.C(N(C(C)C)CC)(C)C.[C:35]1([CH2:41][S:42](Cl)(=[O:44])=[O:43])[CH:40]=[CH:39][CH:38]=[CH:37][CH:36]=1, predict the reaction product. The product is: [Br:2][C:3]1[CH:4]=[C:5]([C:9]2[C:13]([C:14]3[N:15]=[C:16]([CH:19]4[CH2:24][CH2:23][N:22]([S:42]([CH2:41][C:35]5[CH:40]=[CH:39][CH:38]=[CH:37][CH:36]=5)(=[O:44])=[O:43])[CH2:21][CH2:20]4)[S:17][CH:18]=3)=[C:12]([CH3:25])[O:11][N:10]=2)[CH:6]=[CH:7][CH:8]=1. (5) Given the reactants [CH3:1][S:2]([C:5]1[CH:10]=[CH:9][C:8]([CH2:11][S:12](Cl)(=[O:14])=[O:13])=[CH:7][CH:6]=1)(=[O:4])=[O:3].C([NH:18][CH:19]1[CH2:24][CH2:23][CH2:22][CH2:21][CH2:20]1)#C.[CH2:25](N(CC)CC)[CH3:26].Cl, predict the reaction product. The product is: [C:25]([C:19]1([NH:18][S:12]([CH2:11][C:8]2[CH:9]=[CH:10][C:5]([S:2]([CH3:1])(=[O:4])=[O:3])=[CH:6][CH:7]=2)(=[O:14])=[O:13])[CH2:20][CH2:21][CH2:22][CH2:23][CH2:24]1)#[CH:26]. (6) Given the reactants [F:1][C:2]1[CH:7]=[CH:6][CH:5]=[CH:4][C:3]=1[N:8]1[C:12]([C:13]2[CH:18]=[CH:17][C:16]([N+:19]([O-])=[O:20])=[CH:15][CH:14]=2)=[CH:11][CH:10]=[N:9]1.[F:22][C:23]([F:34])([F:33])[C:24]1[CH:29]=[CH:28][C:27]([CH2:30]C#N)=[CH:26][CH:25]=1, predict the reaction product. The product is: [F:1][C:2]1[CH:7]=[CH:6][CH:5]=[CH:4][C:3]=1[N:8]1[C:12]([C:13]2[CH:18]=[CH:17][C:16]3=[N:19][O:20][C:30]([C:27]4[CH:26]=[CH:25][C:24]([C:23]([F:22])([F:33])[F:34])=[CH:29][CH:28]=4)=[C:15]3[CH:14]=2)=[CH:11][CH:10]=[N:9]1. (7) Given the reactants [NH:1]1[C:5](=[O:6])[CH:4]=[CH:3][C:2]1=[O:7].[CH2:8]([NH2:12])[CH:9]([NH2:11])[CH3:10], predict the reaction product. The product is: [CH3:10][CH:9]1[CH2:8][NH:12][CH:3]([CH2:4][C:5]([NH2:1])=[O:6])[C:2](=[O:7])[NH:11]1. (8) Given the reactants [F:1][C:2]1[CH:7]=[CH:6][C:5]([CH2:8][CH2:9][N:10]2[C:14]([CH3:15])=[CH:13][C:12]([C:16]3[S:17][C:18]([C:22]([OH:24])=[O:23])=[C:19]([CH3:21])[N:20]=3)=[N:11]2)=[CH:4][CH:3]=1.[N:25]1[CH:30]=[CH:29][CH:28]=[C:27]([CH2:31]CN)[CH:26]=1.F[P-](F)(F)(F)(F)F.[N:41]1(O[P+](N(C)C)(N(C)C)N(C)C)C2C=CC=CC=2N=N1.C(N(CC)C(C)C)(C)C, predict the reaction product. The product is: [F:1][C:2]1[CH:7]=[CH:6][C:5]([CH2:8][CH2:9][N:10]2[C:14]([CH3:15])=[CH:13][C:12]([C:16]3[S:17][C:18]([C:22]([OH:24])=[O:23])=[C:19]([CH3:21])[N:20]=3)=[N:11]2)=[CH:4][CH:3]=1.[N:25]1[CH:30]=[CH:29][CH:28]=[C:27]([CH2:31][NH:41][C:22]([C:18]2[S:17][C:16]([C:12]3[CH:13]=[C:14]([CH3:15])[N:10]([CH2:9][CH2:8][C:5]4[CH:6]=[CH:7][C:2]([F:1])=[CH:3][CH:4]=4)[N:11]=3)=[N:20][C:19]=2[CH3:21])=[O:24])[CH:26]=1. (9) Given the reactants [C:1]([O:5][C:6]([NH:8][C@H:9]1[CH2:14][CH2:13][CH2:12][CH2:11][C@H:10]1[NH:15][C:16]1[CH:25]=[C:24]([C:26]#[N:27])[C:19]([C:20]([O:22]C)=O)=[C:18]([C:28]2[CH:29]=[N:30][N:31]([CH2:33][CH3:34])[CH:32]=2)[N:17]=1)=[O:7])([CH3:4])([CH3:3])[CH3:2].CC(O)=O.C(=O)([O-])[O-].[K+].[K+], predict the reaction product. The product is: [CH2:33]([N:31]1[CH:32]=[C:28]([C:18]2[C:19]3[C:20](=[O:22])[NH:27][CH2:26][C:24]=3[CH:25]=[C:16]([NH:15][C@@H:10]3[CH2:11][CH2:12][CH2:13][CH2:14][C@@H:9]3[NH:8][C:6](=[O:7])[O:5][C:1]([CH3:2])([CH3:3])[CH3:4])[N:17]=2)[CH:29]=[N:30]1)[CH3:34]. (10) Given the reactants [O-]CC.[Na+].C([O:7][C:8](=O)[CH:9]([CH:16]=O)[CH2:10][C:11]([O:13][CH2:14][CH3:15])=[O:12])C.[NH2:19][C:20]([NH2:22])=[S:21].C(O)(=O)C, predict the reaction product. The product is: [O:7]=[C:8]1[C:9]([CH2:10][C:11]([O:13][CH2:14][CH3:15])=[O:12])=[CH:16][NH:22][C:20](=[S:21])[NH:19]1.